This data is from Peptide-MHC class I binding affinity with 185,985 pairs from IEDB/IMGT. The task is: Regression. Given a peptide amino acid sequence and an MHC pseudo amino acid sequence, predict their binding affinity value. This is MHC class I binding data. (1) The peptide sequence is WQFPTAFEF. The MHC is Mamu-B52 with pseudo-sequence Mamu-B52. The binding affinity (normalized) is 0.725. (2) The binding affinity (normalized) is 0.0847. The peptide sequence is QLKSRAAVL. The MHC is HLA-B44:02 with pseudo-sequence HLA-B44:02. (3) The peptide sequence is MSDIFHALV. The MHC is HLA-A02:02 with pseudo-sequence HLA-A02:02. The binding affinity (normalized) is 0.477. (4) The peptide sequence is TMRLRSEVL. The MHC is HLA-B08:01 with pseudo-sequence HLA-B08:01. The binding affinity (normalized) is 0.714. (5) The peptide sequence is VIGCYGSL. The MHC is H-2-Kb with pseudo-sequence H-2-Kb. The binding affinity (normalized) is 0.649.